Dataset: Forward reaction prediction with 1.9M reactions from USPTO patents (1976-2016). Task: Predict the product of the given reaction. (1) Given the reactants [C:1]1([CH:7]([C:30]2[CH:35]=[CH:34][CH:33]=[CH:32][CH:31]=2)[N:8]2[C:16]3[C:11](=[CH:12][CH:13]=[CH:14][CH:15]=3)[C:10](O)([C:17]3[CH:18]=[C:19]4[C:24](=[CH:25][C:26]=3[OH:27])[O:23][CH2:22][CH2:21][CH2:20]4)[C:9]2=[O:29])[CH:6]=[CH:5][CH:4]=[CH:3][CH:2]=1.ClC1C=CC=C2C=1C(O)(C1C(O)=CC3OCCC=3C=1)C(=O)N2C(C1C=CC=CC=1)C1C=CC=CC=1, predict the reaction product. The product is: [C:30]1([CH:7]([C:1]2[CH:6]=[CH:5][CH:4]=[CH:3][CH:2]=2)[N:8]2[C:16]3[C:11](=[CH:12][CH:13]=[CH:14][CH:15]=3)[CH:10]([C:17]3[CH:18]=[C:19]4[C:24](=[CH:25][C:26]=3[OH:27])[O:23][CH2:22][CH2:21][CH2:20]4)[C:9]2=[O:29])[CH:35]=[CH:34][CH:33]=[CH:32][CH:31]=1. (2) Given the reactants [CH:1]1([N:8]([C@H:19]2[CH2:24][CH2:23][C@H:22]([CH3:25])[CH2:21][CH2:20]2)[C:9]([NH:11][C:12]2[S:13][C:14]([CH:17]=O)=[CH:15][N:16]=2)=[O:10])[CH2:7][CH2:6][CH2:5][CH2:4][CH2:3][CH2:2]1.[Cl-].[CH3:27][O:28][C:29]([CH2:31][CH2:32][S:33]([N:36]1[CH2:41][CH2:40][NH2+:39][CH2:38][CH2:37]1)(=[O:35])=[O:34])=[O:30], predict the reaction product. The product is: [CH3:27][O:28][C:29](=[O:30])[CH2:31][CH2:32][S:33]([N:36]1[CH2:37][CH2:38][N:39]([CH2:17][C:14]2[S:13][C:12]([NH:11][C:9]([N:8]([CH:1]3[CH2:7][CH2:6][CH2:5][CH2:4][CH2:3][CH2:2]3)[C@H:19]3[CH2:20][CH2:21][C@H:22]([CH3:25])[CH2:23][CH2:24]3)=[O:10])=[N:16][CH:15]=2)[CH2:40][CH2:41]1)(=[O:34])=[O:35]. (3) Given the reactants [C:1]([C:4]1[CH:5]=[C:6]([CH:30]=[CH:31][CH:32]=1)/[CH:7]=[C:8]1/[C:9](=[O:29])[C@:10]2([CH2:25][CH2:24][C@H:23]3[C@@H:14]([CH2:15][CH2:16][C:17]4[C:22]3=[CH:21][CH:20]=[C:19]([B:26]([OH:28])[OH:27])[CH:18]=4)[C@@H:12]2[CH2:13]/1)[CH3:11])(=[O:3])[NH2:2].[BH4-].[Na+], predict the reaction product. The product is: [C:1]([C:4]1[CH:5]=[C:6]([CH:30]=[CH:31][CH:32]=1)/[CH:7]=[C:8]1/[C@H:9]([OH:29])[C@:10]2([CH2:25][CH2:24][C@H:23]3[C@@H:14]([CH2:15][CH2:16][C:17]4[C:22]3=[CH:21][CH:20]=[C:19]([B:26]([OH:27])[OH:28])[CH:18]=4)[C@@H:12]2[CH2:13]/1)[CH3:11])(=[O:3])[NH2:2]. (4) Given the reactants [F:1][C:2]1[CH:7]=[CH:6][C:5]([C:8]2[S:12][C:11]([CH3:13])=[N:10][C:9]=2[C:14]([N:16]2[CH2:21][CH2:20][CH2:19][CH2:18][CH:17]2[CH2:22][C:23](O)=O)=[O:15])=[CH:4][CH:3]=1.[C:26]1([NH2:33])[C:27]([NH2:32])=[CH:28][CH:29]=[CH:30][CH:31]=1.C([O-])([O-])=O.[K+].[K+], predict the reaction product. The product is: [NH:32]1[C:27]2[CH:28]=[CH:29][CH:30]=[CH:31][C:26]=2[N:33]=[C:23]1[CH2:22][CH:17]1[CH2:18][CH2:19][CH2:20][CH2:21][N:16]1[C:14]([C:9]1[N:10]=[C:11]([CH3:13])[S:12][C:8]=1[C:5]1[CH:6]=[CH:7][C:2]([F:1])=[CH:3][CH:4]=1)=[O:15]. (5) Given the reactants C(OC(=O)[NH:7][C@H:8]([C:14]([N:16]1[CH2:19][C:18]([F:21])([F:20])[CH2:17]1)=[O:15])[CH2:9][CH2:10][CH2:11][CH2:12][NH2:13])(C)(C)C.[CH3:23][C:24]1[C:25]([C:34]([Cl:36])=[O:35])=[N:26][C:27]2[C:32]([N:33]=1)=[CH:31][CH:30]=[CH:29][CH:28]=2, predict the reaction product. The product is: [ClH:36].[NH2:7][C@H:8]([C:14]([N:16]1[CH2:17][C:18]([F:20])([F:21])[CH2:19]1)=[O:15])[CH2:9][CH2:10][CH2:11][CH2:12][NH:13][C:34]([C:25]1[C:24]([CH3:23])=[N:33][C:32]2[C:27](=[CH:28][CH:29]=[CH:30][CH:31]=2)[N:26]=1)=[O:35]. (6) Given the reactants [CH:1]1([C:4]2[C:9]3[O:10][CH:11]([CH3:15])[C:12](=[O:14])[NH:13][C:8]=3[CH:7]=[C:6]([CH:16]=O)[CH:5]=2)[CH2:3][CH2:2]1.[N:18]1([C:24]2[CH:31]=[CH:30][C:27]([C:28]#[N:29])=[CH:26][CH:25]=2)[CH2:23][CH2:22][NH:21][CH2:20][CH2:19]1, predict the reaction product. The product is: [CH:1]1([C:4]2[C:9]3[O:10][CH:11]([CH3:15])[C:12](=[O:14])[NH:13][C:8]=3[CH:7]=[C:6]([CH2:16][N:21]3[CH2:20][CH2:19][N:18]([C:24]4[CH:25]=[CH:26][C:27]([C:28]#[N:29])=[CH:30][CH:31]=4)[CH2:23][CH2:22]3)[CH:5]=2)[CH2:2][CH2:3]1.